This data is from Peptide-MHC class II binding affinity with 134,281 pairs from IEDB. The task is: Regression. Given a peptide amino acid sequence and an MHC pseudo amino acid sequence, predict their binding affinity value. This is MHC class II binding data. (1) The peptide sequence is AGWLFHVRGARRSGD. The MHC is HLA-DQA10201-DQB10402 with pseudo-sequence HLA-DQA10201-DQB10402. The binding affinity (normalized) is 0.614. (2) The MHC is DRB1_0701 with pseudo-sequence DRB1_0701. The binding affinity (normalized) is 0.647. The peptide sequence is DRLHPVHAGPVAPGQ.